From a dataset of Experimentally validated miRNA-target interactions with 360,000+ pairs, plus equal number of negative samples. Binary Classification. Given a miRNA mature sequence and a target amino acid sequence, predict their likelihood of interaction. (1) The miRNA is hsa-miR-6885-3p with sequence CUUUGCUUCCUGCUCCCCUAG. The protein sequence of the target gene is MKLLLLALPMLVLLPQVIPAYSGEKKCWNRSGHCRKQCKDGEAVKDTCKNLRACCIPSNEDHRRVPATSPTPLSDSTPGIIDDILTVRFTTDYFEVSSKKDMVEESEAGRGTETSLPNVHHSS. Result: 1 (interaction). (2) The miRNA is hsa-miR-5684 with sequence AACUCUAGCCUGAGCAACAG. The protein sequence of the target gene is MEEKLKKAKIIFVVGGPGSGKGTQCEKIVQKYGYTHLSTGDLLRAEVSSGSERGKKLSAIMEKGELVPLDTVLDMLRDAMLAKVDSSNGFLIDGYPREVKQGEEFEQKIGQPTLLLYVDAGAETMTQRLLKRGETSGRVDDNEETIKKRLETYYNATEPVISFYDKRGIVRKVNAEGTVDTVFSEVCTYLDSLK. Result: 0 (no interaction). (3) The miRNA is hsa-miR-3605-5p with sequence UGAGGAUGGAUAGCAAGGAAGCC. The protein sequence of the target gene is MGSKTLPAPVPIHPSLQLTNYSFLQAVNGLPTVPSDHLPNLYGFSALHAVHLHQWTLGYPAMHLPRSSFSKVPGAVSSLMDARFQLPAFPWFPHVIHPKPEITAGGSGAALKTKPRFDFANLALAATQEDPTKLGRGEGPGSPAGGLGALLDVTKLSPEKKPTRGRLPSKTKKEFVCKFCGRHFTKSYNLLIHERTHTDERPYTCDICHKAFRRQDHLRDHRYIHSKEKPFKCQECGKGFCQSRTLAVHKTLHSQVKELKTSKIKC. Result: 0 (no interaction). (4) The miRNA is mmu-miR-652-3p with sequence AAUGGCGCCACUAGGGUUGUG. The protein sequence of the target gene is MKKFNFRKVLDGLTASSPGSGSSSGSNSGGGAGSGSVHPAGTAGVLREEIQETLTSEYFQICKTVRHGFPHQPTALAFDPVQKILAIGTRTGAIRILGRPGVDCYCQHESGAAVLQLQFLINEGALVSASSDDTLHLWNLRQKRPAILHSLKFNRERITYCHLPFQSKWLYVGTERGNTHIVNIESFILSGYVIMWNKAIELSTKTHPGPVVHLSDSPRDEGKLLIGYENGTVVFWDLKSKRAELRVYYDEAIHSIDWHHEGKQFMCSHSDGSLTLWNLKSPSRPFQTTIPHGKSQREGR.... Result: 0 (no interaction). (5) The protein sequence of the target gene is MAEAEAGGDEARCVRLSAERAKLLLAEVDTLLFDCDGVLWRGETAVPGAPETLRALRARGKRLGFITNNSSKTRTAYAEKLRRLGFGGPVGPEAGLEVFGTAYCSALYLRQRLAGVPDPKAYVLGSPALAAELEAVGVTSVGVGPDVLHGDGPSDWLAVPLEPDVRAVVVGFDPHFSYMKLTKAVRYLQQPDCLLVGTNMDNRLPLENGRFIAGTGCLVRAVEMAAQRQADIIGKPSRFIFDCVSQEYGINPERTVMVGDRLDTDILLGSTCSLKTILTLTGVSSLEDVKSNQESDCMFK.... The miRNA is hsa-miR-223-3p with sequence UGUCAGUUUGUCAAAUACCCCA. Result: 0 (no interaction). (6) The miRNA is hsa-miR-4440 with sequence UGUCGUGGGGCUUGCUGGCUUG. The protein sequence of the target gene is MTLEEFSAGEQKTERMDKVGDALEEVLSKALSQRTITVGVYEAAKLLNVDPDNVVLCLLAADEDDDRDVALQIHFTLIQAFCCENDINILRVSNPGRLAELLLLETDAGPAASEGAEQPPDLHCVLVTNPHSSQWKDPALSQLICFCRESRYMDQWVPVINLPER. Result: 0 (no interaction). (7) The miRNA is hsa-miR-203a-3p with sequence GUGAAAUGUUUAGGACCACUAG. The protein sequence of the target gene is MSAEVPEAASAEEQKEMEDKVTSPEKAEEAKLKARYPHLGQKPGGSDFLRKRLQKGQKYFDSGDYNMAKAKMKNKQLPTAAPDKTEVTGDHIPTPQDLPQRKPSLVASKLAG. Result: 1 (interaction). (8) The miRNA is mmu-miR-3968 with sequence CGAAUCCCACUCCAGACACCA. The protein sequence of the target gene is MADLSLLQEDLQEDADGFGVDDYSSESDVIIIPSALDFVSQDEMLTPLGRLDKYAASENIFNRQMVARSLLDTLREVCDDERDCIAVLERISRLADDSEPTVRAELMEQVPHIALFCQENRPSIPYAFSKFLLPIVVRYLADQNNQVRKTSQAALLALLEQELIERFDVETKVCPVLIELTAPDSNDDVKTEAVAIMCKMAPMVGKDITERLILPRFCEMCCDCRMFHVRKVCAANFGDICSVVGQQATEEMLLPRFFQLCSDNVWGVRKACAECFMAVSCATCQEIRRTKLSALFINLI.... Result: 0 (no interaction).